Dataset: Forward reaction prediction with 1.9M reactions from USPTO patents (1976-2016). Task: Predict the product of the given reaction. (1) Given the reactants [NH2:1][C:2]([NH2:4])=[S:3].Br[CH:6]1[C:11](=O)[CH2:10][CH2:9][N:8]([C:13]([O:15][C:16]([CH3:19])([CH3:18])[CH3:17])=[O:14])[CH2:7]1.C(N(CC)CC)C, predict the reaction product. The product is: [NH2:1][C:2]1[S:3][C:6]2[CH2:7][N:8]([C:13]([O:15][C:16]([CH3:19])([CH3:18])[CH3:17])=[O:14])[CH2:9][CH2:10][C:11]=2[N:4]=1. (2) Given the reactants [CH2:1]([O:3][C:4]([N:6]=[C:7]=[S:8])=[O:5])[CH3:2].[Br:9][C:10]1[CH:11]=[CH:12][C:13]([NH2:17])=[N:14][C:15]=1[CH3:16], predict the reaction product. The product is: [CH2:1]([O:3][C:4](=[O:5])[NH:6][C:7](=[S:8])[NH:17][C:13]1[CH:12]=[CH:11][C:10]([Br:9])=[C:15]([CH3:16])[N:14]=1)[CH3:2].